From a dataset of Full USPTO retrosynthesis dataset with 1.9M reactions from patents (1976-2016). Predict the reactants needed to synthesize the given product. (1) Given the product [CH2:1]([O:8][C:9]1[CH:14]=[CH:13][N:12]([CH2:15][C:16]([C:18]2[CH:23]=[CH:22][C:21]([CH2:24][N:28]3[CH2:32][CH2:31][CH2:30][CH2:29]3)=[C:20]([F:26])[CH:19]=2)=[O:17])[C:11](=[O:27])[CH:10]=1)[C:2]1[CH:7]=[CH:6][CH:5]=[CH:4][CH:3]=1, predict the reactants needed to synthesize it. The reactants are: [CH2:1]([O:8][C:9]1[CH:14]=[CH:13][N:12]([CH2:15][C:16]([C:18]2[CH:23]=[CH:22][C:21]([CH2:24]Br)=[C:20]([F:26])[CH:19]=2)=[O:17])[C:11](=[O:27])[CH:10]=1)[C:2]1[CH:7]=[CH:6][CH:5]=[CH:4][CH:3]=1.[NH:28]1[CH2:32][CH2:31][CH2:30][CH2:29]1. (2) Given the product [CH2:1]([O:8][C:9]1[CH:10]=[CH:11][C:12]([C:15]2[N:26]=[CH:27][O:35][C:28]=2[C:29]2[CH:34]=[CH:33][N:32]=[CH:31][CH:30]=2)=[CH:13][CH:14]=1)[C:2]1[CH:3]=[CH:4][CH:5]=[CH:6][CH:7]=1, predict the reactants needed to synthesize it. The reactants are: [CH2:1]([O:8][C:9]1[CH:14]=[CH:13][C:12]([CH:15]([N+:26]#[C-:27])S(C2C=CC(C)=CC=2)(=O)=O)=[CH:11][CH:10]=1)[C:2]1[CH:7]=[CH:6][CH:5]=[CH:4][CH:3]=1.[CH:28](=[O:35])[C:29]1[CH:34]=[CH:33][N:32]=[CH:31][CH:30]=1. (3) Given the product [C:1]([C:5]1[N:6]=[C:7]2[C:12]([C:13]([N:28]3[CH2:27][CH2:26][N:25]([CH2:24][CH2:23][C:22]4[CH:31]=[CH:32][C:19]([F:18])=[CH:20][CH:21]=4)[CH2:30][CH2:29]3)=[O:15])=[CH:11][CH:10]=[CH:9][N:8]2[CH:16]=1)([CH3:2])([CH3:3])[CH3:4], predict the reactants needed to synthesize it. The reactants are: [C:1]([C:5]1[N:6]=[C:7]2[C:12]([C:13]([OH:15])=O)=[CH:11][CH:10]=[CH:9][N:8]2[CH:16]=1)([CH3:4])([CH3:3])[CH3:2].Cl.[F:18][C:19]1[CH:32]=[CH:31][C:22]([CH2:23][CH2:24][N:25]2[CH2:30][CH2:29][NH:28][CH2:27][CH2:26]2)=[CH:21][CH:20]=1. (4) The reactants are: [F:1][C:2]([F:11])([F:10])[C:3]1[N:8]=[N:7][C:6]([NH2:9])=[CH:5][CH:4]=1.C(=O)([O-])[O-].[K+].[K+].[Br:18][CH2:19][C:20](Br)=[O:21].O. Given the product [Br:18][CH2:19][C:20]([NH:9][C:6]1[N:7]=[N:8][C:3]([C:2]([F:1])([F:10])[F:11])=[CH:4][CH:5]=1)=[O:21], predict the reactants needed to synthesize it. (5) Given the product [CH2:2]([O:4][C:5]([C:7]1[C:8]2[S:16][CH:15]=[C:14]([CH2:17][O:18][C:19]3[CH:24]=[CH:23][CH:22]=[C:21]([O:25][CH2:26][C:27]4[CH:32]=[CH:31][CH:30]=[C:29]([C:33]([F:36])([F:35])[F:34])[CH:28]=4)[CH:20]=3)[C:9]=2[C:10]([NH2:1])=[N:11][CH:12]=1)=[O:6])[CH3:3], predict the reactants needed to synthesize it. The reactants are: [NH3:1].[CH2:2]([O:4][C:5]([C:7]1[C:8]2[S:16][CH:15]=[C:14]([CH2:17][O:18][C:19]3[CH:24]=[CH:23][CH:22]=[C:21]([O:25][CH2:26][C:27]4[CH:32]=[CH:31][CH:30]=[C:29]([C:33]([F:36])([F:35])[F:34])[CH:28]=4)[CH:20]=3)[C:9]=2[C:10](Cl)=[N:11][CH:12]=1)=[O:6])[CH3:3]. (6) Given the product [CH:13]([O:12][C:9]1([C:6]2[CH:5]=[CH:4][C:3]([C:1]#[C:2][C:25]3[CH:26]=[CH:27][C:22]([C:21]([O:20][CH2:18][CH3:19])=[O:29])=[CH:23][CH:24]=3)=[CH:8][C:7]=2[CH2:30][CH3:31])[CH2:10][CH2:11]1)([CH3:14])[CH3:15], predict the reactants needed to synthesize it. The reactants are: [C:1]([C:3]1[CH:8]=[CH:7][C:6]([C:9]2([O:12][CH:13]([CH3:15])[CH3:14])[CH2:11][CH2:10]2)=[CH:5][C:4]=1CC)#[CH:2].[CH2:18]([O:20][C:21](=[O:29])[C:22]1[CH:27]=[CH:26][C:25](I)=[CH:24][CH:23]=1)[CH3:19].[CH2:30](N(CC)CC)[CH3:31].